This data is from Full USPTO retrosynthesis dataset with 1.9M reactions from patents (1976-2016). The task is: Predict the reactants needed to synthesize the given product. (1) Given the product [CH2:1]([N:8]1[C:16]2[C:11](=[CH:12][C:13]([F:20])=[C:14]([N+:17]([O-:19])=[O:18])[CH:15]=2)[C:10]([C:21]([NH:32][CH2:31][C:30]2[CH:33]=[CH:34][C:35]([F:36])=[C:28]([F:27])[CH:29]=2)=[O:23])=[C:9]1[CH:24]([CH3:25])[CH3:26])[C:2]1[CH:7]=[CH:6][CH:5]=[CH:4][CH:3]=1, predict the reactants needed to synthesize it. The reactants are: [CH2:1]([N:8]1[C:16]2[C:11](=[CH:12][C:13]([F:20])=[C:14]([N+:17]([O-:19])=[O:18])[CH:15]=2)[C:10]([C:21]([OH:23])=O)=[C:9]1[CH:24]([CH3:26])[CH3:25])[C:2]1[CH:7]=[CH:6][CH:5]=[CH:4][CH:3]=1.[F:27][C:28]1[CH:29]=[C:30]([CH:33]=[CH:34][C:35]=1[F:36])[CH2:31][NH2:32]. (2) Given the product [F:27][C:24]1[N:23]=[CH:22][C:21]([C:19]2[CH:18]=[CH:17][C:10]3[C:11]4[CH:16]=[N:15][CH:14]=[CH:13][C:12]=4[NH:8][C:9]=3[N:20]=2)=[CH:26][CH:25]=1, predict the reactants needed to synthesize it. The reactants are: C(OC([N:8]1[C:12]2[CH:13]=[CH:14][N:15]=[CH:16][C:11]=2[C:10]2[CH:17]=[CH:18][C:19]([C:21]3[CH:22]=[N:23][C:24]([F:27])=[CH:25][CH:26]=3)=[N:20][C:9]1=2)=O)(C)(C)C.FC(F)(F)C(O)=O.C(N(CC)CC)C. (3) Given the product [CH3:11][P:12](=[O:14])([CH3:13])[C:2]1[CH:7]=[CH:6][C:5]([N+:8]([O-:10])=[O:9])=[CH:4][CH:3]=1, predict the reactants needed to synthesize it. The reactants are: I[C:2]1[CH:7]=[CH:6][C:5]([N+:8]([O-:10])=[O:9])=[CH:4][CH:3]=1.[CH3:11][PH:12](=[O:14])[CH3:13].C(=O)([O-])[O-].[Cs+].[Cs+]. (4) Given the product [NH2:23][C:21]([C:16]1[CH:17]=[N:18][C:19]2[C:14]([C:15]=1[NH:25][C:26]1[CH:27]=[C:28]([C:38]([O:40][CH3:41])=[O:39])[C:29]([C:32]3[CH:37]=[CH:36][CH:35]=[CH:34][CH:33]=3)=[CH:30][CH:31]=1)=[CH:13][CH:12]=[C:11]([C:6]1[C:7]([O:9][CH3:10])=[N:8][C:3]([O:2][CH3:1])=[N:4][CH:5]=1)[CH:20]=2)=[O:22], predict the reactants needed to synthesize it. The reactants are: [CH3:1][O:2][C:3]1[N:8]=[C:7]([O:9][CH3:10])[C:6]([C:11]2[CH:20]=[C:19]3[C:14]([C:15](Cl)=[C:16]([C:21]([NH2:23])=[O:22])[CH:17]=[N:18]3)=[CH:13][CH:12]=2)=[CH:5][N:4]=1.[NH2:25][C:26]1[CH:27]=[C:28]([C:38]([O:40][CH3:41])=[O:39])[C:29]([C:32]2[CH:37]=[CH:36][CH:35]=[CH:34][CH:33]=2)=[CH:30][CH:31]=1.